From a dataset of Reaction yield outcomes from USPTO patents with 853,638 reactions. Predict the reaction yield, written as a fraction of the theoretical maximum amount of product (1.0 means a 100% yield; for example, 0.34 means a 34% yield). (1) The reactants are [C:1]1([S:7]([C:10]2[CH:11]=[C:12]3[C:17](=[CH:18][CH:19]=2)[CH:16]([CH2:20][CH2:21][C:22]#[N:23])[CH2:15][CH2:14][CH2:13]3)(=[O:9])=[O:8])[CH:6]=[CH:5][CH:4]=[CH:3][CH:2]=1.B.C1COCC1. The catalyst is C1COCC1. The product is [C:1]1([S:7]([C:10]2[CH:11]=[C:12]3[C:17](=[CH:18][CH:19]=2)[CH:16]([CH2:20][CH2:21][CH2:22][NH2:23])[CH2:15][CH2:14][CH2:13]3)(=[O:9])=[O:8])[CH:2]=[CH:3][CH:4]=[CH:5][CH:6]=1. The yield is 0.254. (2) The reactants are [F:1][C:2]([F:9])([F:8])[C:3](=O)[CH2:4][C:5]#[N:6].Cl.[C:11]1([NH:17][NH2:18])[CH:16]=[CH:15][CH:14]=[CH:13][CH:12]=1.O.C([O-])(O)=O.[Na+]. The catalyst is CCO. The yield is 0.910. The product is [C:11]1([N:17]2[C:5]([NH2:6])=[CH:4][C:3]([C:2]([F:9])([F:8])[F:1])=[N:18]2)[CH:16]=[CH:15][CH:14]=[CH:13][CH:12]=1. (3) The reactants are C1(P(C2C=CC=CC=2)C2C=CC=CC=2)C=CC=CC=1.[CH2:20](O)[CH2:21][O:22]CCO.N([C:34]([O:36][CH2:37][CH3:38])=O)=N[C:34]([O:36][CH2:37][CH3:38])=O.[Cl:39][C:40]1[C:49]2[C:44](=[CH:45][C:46]([OH:52])=[C:47]([O:50][CH3:51])[CH:48]=2)[N:43]=[N:42][CH:41]=1. The catalyst is C(Cl)Cl. The product is [Cl:39][C:40]1[C:49]2[C:44](=[CH:45][C:46]([O:52][CH2:20][CH2:21][O:22][CH2:38][CH2:37][O:36][CH3:34])=[C:47]([O:50][CH3:51])[CH:48]=2)[N:43]=[N:42][CH:41]=1. The yield is 0.910. (4) The reactants are [NH:1]1[C:10]2[C:5](=[CH:6][CH:7]=[CH:8][CH:9]=2)[CH2:4][CH2:3][CH2:2]1.Br[C:12]1[CH:17]=[CH:16][C:15]([C:18]([N:20]2[CH2:25][CH2:24][N:23]([C:26]([O:28][C:29]([CH3:32])([CH3:31])[CH3:30])=[O:27])[CH2:22][CH2:21]2)=[O:19])=[CH:14][CH:13]=1.CC([O-])(C)C.[K+]. No catalyst specified. The product is [N:1]1([C:12]2[CH:17]=[CH:16][C:15]([C:18]([N:20]3[CH2:21][CH2:22][N:23]([C:26]([O:28][C:29]([CH3:30])([CH3:32])[CH3:31])=[O:27])[CH2:24][CH2:25]3)=[O:19])=[CH:14][CH:13]=2)[C:10]2[C:5](=[CH:6][CH:7]=[CH:8][CH:9]=2)[CH2:4][CH2:3][CH2:2]1. The yield is 0.240. (5) The reactants are Br[C:2]1[CH:24]=[N:23][C:5]2[N:6]([CH2:15][O:16][CH2:17][CH2:18][Si:19]([CH3:22])([CH3:21])[CH3:20])[C:7]3[CH:12]=[N:11][C:10]([C:13]#[N:14])=[CH:9][C:8]=3[C:4]=2[CH:3]=1.[B:25]1([B:25]2[O:29][C:28]([CH3:31])([CH3:30])[C:27]([CH3:33])([CH3:32])[O:26]2)[O:29][C:28]([CH3:31])([CH3:30])[C:27]([CH3:33])([CH3:32])[O:26]1.C([O-])(=O)C.[K+]. The catalyst is O1CCOCC1.CS(C)=O.C1(P(C2C=CC=CC=2)[C-]2C=CC=C2)C=CC=CC=1.[C-]1(P(C2C=CC=CC=2)C2C=CC=CC=2)C=CC=C1.[Fe+2].Cl[Pd]Cl. The product is [CH3:32][C:27]1([CH3:33])[C:28]([CH3:31])([CH3:30])[O:29][B:25]([C:2]2[CH:24]=[N:23][C:5]3[N:6]([CH2:15][O:16][CH2:17][CH2:18][Si:19]([CH3:22])([CH3:21])[CH3:20])[C:7]4[CH:12]=[N:11][C:10]([C:13]#[N:14])=[CH:9][C:8]=4[C:4]=3[CH:3]=2)[O:26]1. The yield is 0.840. (6) The reactants are [Cl:1][C:2]1[N:3]=[C:4](Cl)[C:5]2[CH2:11][O:10][CH2:9][CH:8]([C:12]3[CH:17]=[CH:16][C:15]([Cl:18])=[CH:14][CH:13]=3)[C:6]=2[N:7]=1.Cl.[F:21][C:22]1([F:26])[CH2:25][NH:24][CH2:23]1. No catalyst specified. The product is [Cl:1][C:2]1[N:3]=[C:4]([N:24]2[CH2:25][C:22]([F:26])([F:21])[CH2:23]2)[C:5]2[CH2:11][O:10][CH2:9][CH:8]([C:12]3[CH:17]=[CH:16][C:15]([Cl:18])=[CH:14][CH:13]=3)[C:6]=2[N:7]=1. The yield is 0.678. (7) The catalyst is ClCCl.CN(C=O)C.C1COCC1.O. The reactants are [F:1][C:2]1[C:3]([C:22]([F:25])([F:24])[F:23])=[C:4]([CH:9]2[CH2:14][CH2:13][N:12]([C:15](OC(C)(C)C)=[O:16])[CH2:11][CH2:10]2)[CH:5]=[C:6]([F:8])[CH:7]=1.Cl.[Br:27][C:28]1[CH:29]=[CH:30][C:31]2[N:32]([C:34](C(OCC)=O)=[N:35][N:36]=2)[CH:33]=1.O.[OH-].[Li+].F[P-](F)(F)(F)(F)F.N1(O[P+](N(C)C)(N(C)C)N(C)C)C2C=CC=CC=2N=N1.C(N(CC)C(C)C)(C)C. The yield is 0.340. The product is [Br:27][C:28]1[CH:29]=[CH:30][C:31]2[N:32]([C:34]([C:15]([N:12]3[CH2:11][CH2:10][CH:9]([C:4]4[CH:5]=[C:6]([F:8])[CH:7]=[C:2]([F:1])[C:3]=4[C:22]([F:24])([F:25])[F:23])[CH2:14][CH2:13]3)=[O:16])=[N:35][N:36]=2)[CH:33]=1. (8) No catalyst specified. The reactants are [CH2:1]([N:5]1[CH2:10][CH2:9][CH:8]([CH2:11][NH:12][C:13]([C:15]2[C:23]3[CH:22]=[CH:21][CH:20]=[CH:19][C:18]=3[N:17]3[CH2:24][CH2:25][CH2:26][O:27][C:16]=23)=[O:14])[CH2:7][CH2:6]1)[CH2:2][CH2:3][CH3:4].[ClH:28]. The yield is 0.890. The product is [ClH:28].[CH2:1]([N:5]1[CH2:6][CH2:7][CH:8]([CH2:11][NH:12][C:13]([C:15]2[C:23]3[CH:22]=[CH:21][CH:20]=[CH:19][C:18]=3[N:17]3[CH2:24][CH2:25][CH2:26][O:27][C:16]=23)=[O:14])[CH2:9][CH2:10]1)[CH2:2][CH2:3][CH3:4].